This data is from NCI-60 drug combinations with 297,098 pairs across 59 cell lines. The task is: Regression. Given two drug SMILES strings and cell line genomic features, predict the synergy score measuring deviation from expected non-interaction effect. (1) Synergy scores: CSS=7.73, Synergy_ZIP=-4.31, Synergy_Bliss=-3.78, Synergy_Loewe=-2.76, Synergy_HSA=-2.65. Drug 1: C1CC(C1)(C(=O)O)C(=O)O.[NH2-].[NH2-].[Pt+2]. Cell line: MALME-3M. Drug 2: CC12CCC3C(C1CCC2OP(=O)(O)O)CCC4=C3C=CC(=C4)OC(=O)N(CCCl)CCCl.[Na+]. (2) Cell line: UACC-257. Drug 2: C1=CC(=CC=C1CCCC(=O)O)N(CCCl)CCCl. Synergy scores: CSS=7.23, Synergy_ZIP=0.492, Synergy_Bliss=7.70, Synergy_Loewe=-2.41, Synergy_HSA=2.28. Drug 1: CN(C)N=NC1=C(NC=N1)C(=O)N. (3) Drug 1: CCCCC(=O)OCC(=O)C1(CC(C2=C(C1)C(=C3C(=C2O)C(=O)C4=C(C3=O)C=CC=C4OC)O)OC5CC(C(C(O5)C)O)NC(=O)C(F)(F)F)O. Drug 2: CC1=C(C(=O)C2=C(C1=O)N3CC4C(C3(C2COC(=O)N)OC)N4)N. Cell line: RXF 393. Synergy scores: CSS=7.68, Synergy_ZIP=-0.250, Synergy_Bliss=1.48, Synergy_Loewe=-3.19, Synergy_HSA=-1.19. (4) Drug 1: COC1=NC(=NC2=C1N=CN2C3C(C(C(O3)CO)O)O)N. Drug 2: CCCCCOC(=O)NC1=NC(=O)N(C=C1F)C2C(C(C(O2)C)O)O. Cell line: PC-3. Synergy scores: CSS=-0.793, Synergy_ZIP=-0.0866, Synergy_Bliss=-2.26, Synergy_Loewe=-3.29, Synergy_HSA=-3.28. (5) Drug 1: C1=NC2=C(N1)C(=S)N=CN2. Drug 2: CC1C(C(CC(O1)OC2CC(CC3=C2C(=C4C(=C3O)C(=O)C5=C(C4=O)C(=CC=C5)OC)O)(C(=O)CO)O)N)O.Cl. Cell line: MCF7. Synergy scores: CSS=50.8, Synergy_ZIP=-7.40, Synergy_Bliss=-6.98, Synergy_Loewe=-1.40, Synergy_HSA=0.0736.